This data is from CYP1A2 inhibition data for predicting drug metabolism from PubChem BioAssay. The task is: Regression/Classification. Given a drug SMILES string, predict its absorption, distribution, metabolism, or excretion properties. Task type varies by dataset: regression for continuous measurements (e.g., permeability, clearance, half-life) or binary classification for categorical outcomes (e.g., BBB penetration, CYP inhibition). Dataset: cyp1a2_veith. (1) The compound is O=C1CC(N2CCN(CCc3ccccn3)CC2)C(=O)N1c1ccc(Cl)cc1. The result is 0 (non-inhibitor). (2) The drug is O=C(Oc1ccccc1)N1CCC[C@@]2(CCN(c3ncccn3)C2)C1. The result is 1 (inhibitor). (3) The drug is C[N+](C)(C)c1ncnc2c1ncn2[C@@H]1C[C@H](O)[C@@H](CO)O1. The result is 0 (non-inhibitor). (4) The molecule is O=S1(=O)N[C@H]2CC[C@@H]3NS(=O)(=O)N[C@H]4CC[C@H](N1)N4S(=O)(=O)N23. The result is 0 (non-inhibitor). (5) The compound is Cn1c(=O)n2n(c1=O)[C@@H]1[C@H](CC2)C(=O)[C@@H]2O[C@@H]2[C@H]1O. The result is 0 (non-inhibitor). (6) The compound is N#CCCN. The result is 0 (non-inhibitor). (7) The compound is CC(=O)[C@H]1CC[C@H]2[C@@H]3C=CC4=CC(=O)CC[C@@]4(C)[C@H]3CC[C@]12C. The result is 0 (non-inhibitor).